The task is: Binary Classification. Given a miRNA mature sequence and a target amino acid sequence, predict their likelihood of interaction.. This data is from Experimentally validated miRNA-target interactions with 360,000+ pairs, plus equal number of negative samples. (1) The miRNA is hsa-miR-30a-5p with sequence UGUAAACAUCCUCGACUGGAAG. The protein sequence of the target gene is MAAAAWLQVLPVILLLLGAHPSPLSFFSAGPATVAAADRSKWHIPIPSGKNYFSFGKILFRNTTIFLKFDGEPCDLSLNITWYLKSADCYNEIYNFKAEEVELYLEKLKEKRGLSGKYQTSSKLFQNCSELFKTQTFSGDFMHRLPLLGEKQEAKENGTNLTFIGDKTAMHEPLQTWQDAPYIFIVHIGISSSKESSKENSLSNLFTMTVEVKGPYEYLTLEDYPLMIFFMVMCIVYVLFGVLWLAWSACYWRDLLRIQFWIGAVIFLGMLEKAVFYAEFQNIRYKGESVQGALILAELL.... Result: 1 (interaction). (2) The miRNA is cel-miR-1018 with sequence AGAGAGAUCAUUGGACUUACAG. The protein sequence of the target gene is MDVDSEEKRHRTRSKGVRVPVEPAIQELFSCPTPGCDGSGHVSGKYARHRSVYGCPLAKKRKTQDKQPQEPAPKRKPFAVKADSSSVDECYESDGTEDMDDKEEDDDEEFSEDNDEQGDDDDEDEVDREDEEEIEEEDDEEDDDDEDGDDVEEEEEDDDEEEEEEEEEEENEDHQMSCTRIMQDTDKDDNNNDEYDNYDELVAKSLLNLGKIAEDAAYRARTESEMNSNTSNSLEDDSDKNENLGRKSELSLDLDSDVVRETVDSLKLLAQGHGVVLSENISDRSYAEGMSQQDSRNMNY.... Result: 0 (no interaction). (3) The miRNA is hsa-miR-627-3p with sequence UCUUUUCUUUGAGACUCACU. The protein sequence of the target gene is MAMAMSDSGASRLRRQLESGGFEARLYVKQLSQQSDGDRDLQEHRQRIQALAEETAQNLKRNVYQNYRQFIETAREISYLESEMYQLSHLLTEQKSSLESIPLTLLPAAAAAGAAAASGGEEGVGGAGGRDHLRGQAGFFSTPGGASRDGSGPGEEGKQRTLTTLLEKVEGCRHLLETPGQYLVYNGDLVEYDADHMAQLQRVHGFLMNDCLLVATWLPQRRGMYRYNALYSLDGLAVVNVKDNPPMKDMFKLLMFPESRIFQAENAKIKREWLEVLEDTKRALSEKRRREQEEAAAPRG.... Result: 1 (interaction). (4) The miRNA is hsa-miR-516b-5p with sequence AUCUGGAGGUAAGAAGCACUUU. The protein sequence of the target gene is MSAWTMGAQGLDKRGSFFKLIDTIASEIGELKREMVQTDISRENGLEPSETHSMVRHKDGGYSEDKDGKTCPRDSGYDSLSNRLSILDRLLHTHPIWLQLSLSEEEAAEVLQAQPPGIFLVRKSSKMQKKVLSLRLPCEFGAPLKEFTIKESTYTFSLEGSGISFADLFRLIAFYCISRDVLPFTLKLPYAISTAKTESQLEELAQLGLNFWSSSADNKPLNSPPPHRPLPSAGICPASLRQLCLINGVHSIKTRTPSELECSQTNGALCFINPLFLKVHSQDLSTGPKRPSTRTPNANG.... Result: 0 (no interaction).